From a dataset of Catalyst prediction with 721,799 reactions and 888 catalyst types from USPTO. Predict which catalyst facilitates the given reaction. Reactant: [N+:1]([C:4]1[CH:5]=[C:6]([CH:10]=[CH:11][CH:12]=1)[C:7](Cl)=[O:8])([O-:3])=[O:2].[S:13]1[CH2:17][CH2:16][NH:15][CH2:14]1.C(N(CC)CC)C. Product: [N+:1]([C:4]1[CH:5]=[C:6]([C:7]([N:15]2[CH2:16][CH2:17][S:13][CH2:14]2)=[O:8])[CH:10]=[CH:11][CH:12]=1)([O-:3])=[O:2]. The catalyst class is: 34.